Dataset: Reaction yield outcomes from USPTO patents with 853,638 reactions. Task: Predict the reaction yield, written as a fraction of the theoretical maximum amount of product (1.0 means a 100% yield; for example, 0.34 means a 34% yield). (1) The reactants are [Br:1][C:2]1[C:3]([F:28])=[C:4]([CH:19]=[N:20][C:21]([O:23][Si](C)(C)C)=[CH2:22])[C:5]([O:8][CH2:9][CH2:10][O:11][Si](C(C)(C)C)(C)C)=[CH:6][CH:7]=1.C(OC([N:36]1[C:44]2[C:39](=[CH:40][CH:41]=[C:42]([Cl:45])[CH:43]=2)/[C:38](=[CH:46]/[C:47]2[CH:52]=[CH:51][CH:50]=[C:49]([Cl:53])[CH:48]=2)/[C:37]1=[O:54])=O)(C)(C)C.CO. The catalyst is C1(C)C=CC=CC=1. The product is [Br:1][C:2]1[C:3]([F:28])=[C:4]([CH:19]2[C:38]3([C:39]4[C:44](=[CH:43][C:42]([Cl:45])=[CH:41][CH:40]=4)[NH:36][C:37]3=[O:54])[CH:46]([C:47]3[CH:52]=[CH:51][CH:50]=[C:49]([Cl:53])[CH:48]=3)[CH2:23][C:21](=[O:22])[NH:20]2)[C:5]([O:8][CH2:9][CH2:10][OH:11])=[CH:6][CH:7]=1. The yield is 0.656. (2) The yield is 0.180. The reactants are [NH2:1][C@H:2]1[C:10]2[C:5](=[C:6]([C:11]3[N:15]=[C:14]([C:16]4[CH:17]=[CH:18][C:19]([O:24][CH:25]([CH3:27])[CH3:26])=[C:20]([CH:23]=4)[C:21]#[N:22])[O:13][N:12]=3)[CH:7]=[CH:8][CH:9]=2)[CH2:4][CH2:3]1.CC(O)C.[CH2:32]([CH:34]1[O:36][CH2:35]1)[Cl:33]. The product is [Cl:33][CH2:32][CH:34]([OH:36])[CH2:35][NH:1][C@H:2]1[C:10]2[C:5](=[C:6]([C:11]3[N:15]=[C:14]([C:16]4[CH:17]=[CH:18][C:19]([O:24][CH:25]([CH3:27])[CH3:26])=[C:20]([CH:23]=4)[C:21]#[N:22])[O:13][N:12]=3)[CH:7]=[CH:8][CH:9]=2)[CH2:4][CH2:3]1. The catalyst is O.